Dataset: Full USPTO retrosynthesis dataset with 1.9M reactions from patents (1976-2016). Task: Predict the reactants needed to synthesize the given product. (1) Given the product [CH3:25][O:24][N:23]=[C:18]([C:19]1[O:20][CH:1]=[N:22][N:21]=1)[C:13]1[CH:14]=[CH:15][CH:16]=[CH:17][C:12]=1[CH2:11][O:10][C:9]1[CH:26]=[C:27]([CH3:30])[CH:28]=[CH:29][C:8]=1[CH3:7], predict the reactants needed to synthesize it. The reactants are: [CH:1]([O-])([O-])OCC.[CH3:7][C:8]1[CH:29]=[CH:28][C:27]([CH3:30])=[CH:26][C:9]=1[O:10][CH2:11][C:12]1[CH:17]=[CH:16][CH:15]=[CH:14][C:13]=1[C:18](=[N:23][O:24][CH3:25])[C:19]([NH:21][NH2:22])=[O:20]. (2) Given the product [F:24][C:19]([P:25]([C:26]([F:31])([F:32])[C:27]([F:28])([F:29])[F:30])[O:11][CH2:1][CH2:2][CH2:3][CH2:4][CH2:5][CH2:6][CH2:7][CH2:8][CH:9]=[CH2:10])([F:18])[C:20]([F:23])([F:22])[F:21], predict the reactants needed to synthesize it. The reactants are: [CH2:1]([OH:11])[CH2:2][CH2:3][CH2:4][CH2:5][CH2:6][CH2:7][CH2:8][CH:9]=[CH2:10].C([O-])([O-])=O.[K+].[K+].[F:18][C:19]([P:25](Cl)[C:26]([F:32])([F:31])[C:27]([F:30])([F:29])[F:28])([F:24])[C:20]([F:23])([F:22])[F:21]. (3) Given the product [Cl:1][C:2]1[CH:7]=[CH:6][C:5]([N:8]2[C:12]([C:13]#[N:14])=[C:11]([C:15]([OH:17])=[O:16])[N:10]=[C:9]2[C:22]2[CH:27]=[CH:26][C:25]([Cl:28])=[CH:24][C:23]=2[Cl:29])=[CH:4][CH:3]=1, predict the reactants needed to synthesize it. The reactants are: [Cl:1][C:2]1[CH:7]=[CH:6][C:5]([N:8]2[C:12]([C:13]#[N:14])=[C:11]([C:15]([O:17]C(C)(C)C)=[O:16])[N:10]=[C:9]2[C:22]2[CH:27]=[CH:26][C:25]([Cl:28])=[CH:24][C:23]=2[Cl:29])=[CH:4][CH:3]=1.FC(F)(F)C(O)=O. (4) Given the product [OH:14][CH2:15][CH2:16][N:7]1[C:6]2[CH:8]=[CH:9][CH:10]=[CH:11][C:5]=2[N:4]=[C:3]1[N:2]([CH3:12])[CH3:1], predict the reactants needed to synthesize it. The reactants are: [CH3:1][N:2]([CH3:12])[C:3]1[NH:4][C:5]2[CH:11]=[CH:10][CH:9]=[CH:8][C:6]=2[N:7]=1.C1(=O)O[CH2:16][CH2:15][O:14]1.CN(C)C=O. (5) The reactants are: C(OC([N:8]1[CH2:14][CH2:13][C:12]2[C:15]([C:25]3[S:26][C:27]([Cl:30])=[CH:28][CH:29]=3)=[CH:16][N:17]([CH2:18][C:19]3[CH:24]=[CH:23][CH:22]=[CH:21][CH:20]=3)[C:11]=2[CH2:10][CH2:9]1)=O)(C)(C)C.ClC1SC(C=C[N+]([O-])=O)=CC=1. Given the product [CH2:18]([N:17]1[C:11]2[CH2:10][CH2:9][NH:8][CH2:14][CH2:13][C:12]=2[C:15]([C:25]2[S:26][C:27]([Cl:30])=[CH:28][CH:29]=2)=[CH:16]1)[C:19]1[CH:24]=[CH:23][CH:22]=[CH:21][CH:20]=1, predict the reactants needed to synthesize it.